The task is: Predict the reaction yield, written as a fraction of the theoretical maximum amount of product (1.0 means a 100% yield; for example, 0.34 means a 34% yield).. This data is from Reaction yield outcomes from USPTO patents with 853,638 reactions. (1) The yield is 1.00. The catalyst is C(#N)C. The product is [Br:16][C:17]1[CH:22]=[C:21]([CH3:23])[C:20]([NH:24][C:4](=[O:5])[CH2:3][C:2]([CH3:8])([CH3:7])[CH3:1])=[C:19]([CH3:25])[CH:18]=1. The reactants are [CH3:1][C:2]([CH3:8])([CH3:7])[CH2:3][C:4](Cl)=[O:5].C(N(CC)CC)C.[Br:16][C:17]1[CH:22]=[C:21]([CH3:23])[C:20]([NH2:24])=[C:19]([CH3:25])[CH:18]=1.O. (2) The product is [N:10]1([C:2]2[CH:9]=[CH:8][C:5]([C:6]#[N:7])=[CH:4][CH:3]=2)[CH2:15][CH2:14][O:13][CH2:12][CH2:11]1. The reactants are F[C:2]1[CH:9]=[CH:8][C:5]([C:6]#[N:7])=[CH:4][CH:3]=1.[NH:10]1[CH2:15][CH2:14][O:13][CH2:12][CH2:11]1.O. The catalyst is CS(C)=O. The yield is 0.800. (3) The reactants are OC(C(F)(F)F)=O.[CH:8]([N:11]1[C:15]([C:16]2[S:17][C:18]3[CH2:19][CH2:20][O:21][C:22]4[CH:29]=[C:28]([CH:30]5[CH2:35][CH2:34][NH:33][CH2:32][CH2:31]5)[CH:27]=[CH:26][C:23]=4[C:24]=3[N:25]=2)=[N:14][CH:13]=[N:12]1)([CH3:10])[CH3:9].C(N(CC)CC)C.[CH3:43][N:44]([CH3:50])[S:45]([CH:48]=[CH2:49])(=[O:47])=[O:46]. No catalyst specified. The product is [CH3:43][N:44]([CH3:50])[S:45]([CH2:48][CH2:49][N:33]1[CH2:34][CH2:35][CH:30]([C:28]2[CH:27]=[CH:26][C:23]3[C:24]4[N:25]=[C:16]([C:15]5[N:11]([CH:8]([CH3:10])[CH3:9])[N:12]=[CH:13][N:14]=5)[S:17][C:18]=4[CH2:19][CH2:20][O:21][C:22]=3[CH:29]=2)[CH2:31][CH2:32]1)(=[O:47])=[O:46]. The yield is 0.740. (4) The reactants are [Cl:1][C:2]1[CH:7]=[N:6][CH:5]=[C:4]([Cl:8])[N:3]=1.[Li+].[Cl-].Br[CH2:12][C:13](=[CH2:19])[C:14]([O:16][CH2:17][CH3:18])=[O:15].C([Cu])#N. The catalyst is C1COCC1. The product is [Cl:1][C:2]1[C:7]([CH2:19][C:13](=[CH2:12])[C:14]([O:16][CH2:17][CH3:18])=[O:15])=[N:6][CH:5]=[C:4]([Cl:8])[N:3]=1. The yield is 0.720.